This data is from Reaction yield outcomes from USPTO patents with 853,638 reactions. The task is: Predict the reaction yield, written as a fraction of the theoretical maximum amount of product (1.0 means a 100% yield; for example, 0.34 means a 34% yield). The reactants are [CH2:1]([O:3][C:4]([C:6]1[CH:7]=[C:8]2[C:13](=[CH:14][C:15]=1[O:16][CH2:17][C:18]1[CH:23]=[CH:22][CH:21]=[C:20]([S:24]([CH3:32])(=[N:26]C(OCC)=O)=[O:25])[CH:19]=1)[N:12]=[CH:11][N:10]=[C:9]2[NH:33][C:34]1[S:35][CH:36]=[CH:37][N:38]=1)=[O:5])[CH3:2].[O-]CC.[Na+]. No catalyst specified. The product is [CH3:32][S:24]([C:20]1[CH:19]=[C:18]([CH:23]=[CH:22][CH:21]=1)[CH2:17][O:16][C:15]1[CH:14]=[C:13]2[C:8]([C:9]([NH:33][C:34]3[S:35][CH:36]=[CH:37][N:38]=3)=[N:10][CH:11]=[N:12]2)=[CH:7][C:6]=1[C:4]([O:3][CH2:1][CH3:2])=[O:5])(=[NH:26])=[O:25]. The yield is 0.420.